Task: Regression. Given a peptide amino acid sequence and an MHC pseudo amino acid sequence, predict their binding affinity value. This is MHC class II binding data.. Dataset: Peptide-MHC class II binding affinity with 134,281 pairs from IEDB (1) The peptide sequence is GELQIVDKCDAAFKI. The MHC is DRB4_0101 with pseudo-sequence DRB4_0103. The binding affinity (normalized) is 0.449. (2) The peptide sequence is GELQIVDKKDAAFKI. The MHC is DRB5_0101 with pseudo-sequence DRB5_0101. The binding affinity (normalized) is 0.625. (3) The peptide sequence is GELQIVDKIDAAFKC. The MHC is DRB4_0101 with pseudo-sequence DRB4_0103. The binding affinity (normalized) is 0.643.